Dataset: Reaction yield outcomes from USPTO patents with 853,638 reactions. Task: Predict the reaction yield, written as a fraction of the theoretical maximum amount of product (1.0 means a 100% yield; for example, 0.34 means a 34% yield). (1) The reactants are [C:1](N1C=CN=C1)(N1C=CN=C1)=O.[F:13][C:14]1[CH:19]=[C:18]([F:20])[CH:17]=[CH:16][C:15]=1[CH:21]([N:32]1[C@H:37]([CH2:38][CH:39]([CH3:41])[CH3:40])[C:36](=[O:42])[NH:35][C@H:34]([CH:43]2[CH2:51][C:50]3[C:45](=[CH:46][CH:47]=[CH:48][CH:49]=3)[CH2:44]2)[C:33]1=[O:52])[C:22]([NH:24][C:25]1C=CC=CC=1O)=[O:23].CNC.O1CCCC1. The catalyst is ClCCl. The product is [F:13][C:14]1[CH:19]=[C:18]([F:20])[CH:17]=[CH:16][C:15]=1[C@@H:21]([N:32]1[C@H:37]([CH2:38][CH:39]([CH3:41])[CH3:40])[C:36](=[O:42])[NH:35][C@H:34]([CH:43]2[CH2:44][C:45]3[C:50](=[CH:49][CH:48]=[CH:47][CH:46]=3)[CH2:51]2)[C:33]1=[O:52])[C:22]([N:24]([CH3:1])[CH3:25])=[O:23]. The yield is 0.620. (2) The reactants are Cl.[NH2:2][OH:3].C(N(CC)CC)C.[F:11][C:12]1[CH:17]=[CH:16][CH:15]=[C:14]([F:18])[C:13]=1[N:19]1[C:24]2[N:25]=[C:26]([NH:37][CH2:38][CH2:39][C:40]#[N:41])[N:27]=[C:28]([C:29]3[CH:34]=[CH:33][C:32]([F:35])=[CH:31][C:30]=3[CH3:36])[C:23]=2[CH:22]=[CH:21][C:20]1=[O:42]. The catalyst is CS(C)=O. The product is [F:11][C:12]1[CH:17]=[CH:16][CH:15]=[C:14]([F:18])[C:13]=1[N:19]1[C:24]2[N:25]=[C:26]([NH:37][CH2:38][CH2:39][C:40]([NH:2][OH:3])=[NH:41])[N:27]=[C:28]([C:29]3[CH:34]=[CH:33][C:32]([F:35])=[CH:31][C:30]=3[CH3:36])[C:23]=2[CH:22]=[CH:21][C:20]1=[O:42]. The yield is 0.450.